Dataset: Full USPTO retrosynthesis dataset with 1.9M reactions from patents (1976-2016). Task: Predict the reactants needed to synthesize the given product. (1) Given the product [I:33][CH2:2][O:3][C:4]([C:6]1[CH:11]=[CH:10][C:9](=[O:12])[N:8]([CH2:13][CH2:14][O:15][C:16](=[O:32])[C@H:17]([CH:29]([CH3:31])[CH3:30])[NH:18][C:19]([O:21][CH2:22][C:23]2[CH:28]=[CH:27][CH:26]=[CH:25][CH:24]=2)=[O:20])[CH:7]=1)=[O:5], predict the reactants needed to synthesize it. The reactants are: Cl[CH2:2][O:3][C:4]([C:6]1[CH:11]=[CH:10][C:9](=[O:12])[N:8]([CH2:13][CH2:14][O:15][C:16](=[O:32])[C@H:17]([CH:29]([CH3:31])[CH3:30])[NH:18][C:19]([O:21][CH2:22][C:23]2[CH:28]=[CH:27][CH:26]=[CH:25][CH:24]=2)=[O:20])[CH:7]=1)=[O:5].[I-:33].[Na+]. (2) Given the product [CH2:28]([O:27][CH2:26][O:25][C:23]1[CH:22]=[CH:21][C:19]2[N:20]=[C:16]([C:4]3[N:3]=[C:2]([F:30])[C:7]([N:8]([CH3:15])[C:9](=[O:14])[C:10]([CH3:13])([CH3:12])[CH3:11])=[CH:6][CH:5]=3)[S:17][C:18]=2[CH:24]=1)[CH3:29], predict the reactants needed to synthesize it. The reactants are: Cl[C:2]1[C:7]([N:8]([CH3:15])[C:9](=[O:14])[C:10]([CH3:13])([CH3:12])[CH3:11])=[CH:6][CH:5]=[C:4]([C:16]2[S:17][C:18]3[CH:24]=[C:23]([O:25][CH2:26][O:27][CH2:28][CH3:29])[CH:22]=[CH:21][C:19]=3[N:20]=2)[N:3]=1.[F-:30].[Cs+]. (3) Given the product [Cl-:37].[Cl-:37].[O:21]=[C:9]([NH:8][CH2:22][CH2:23][CH2:24][C:25]1[CH:26]=[CH:27][C:28]([C:31]#[C:32][Si:33]([CH3:36])([CH3:35])[CH3:34])=[CH:29][CH:30]=1)[CH:10]([NH3+:11])[CH2:12][NH3+:13], predict the reactants needed to synthesize it. The reactants are: C(OC([N:8]([CH2:22][CH2:23][CH2:24][C:25]1[CH:30]=[CH:29][C:28]([C:31]#[C:32][Si:33]([CH3:36])([CH3:35])[CH3:34])=[CH:27][CH:26]=1)[C:9](=[O:21])[C@H:10]([CH2:12][NH:13]C(OC(C)(C)C)=O)[NH2:11])=O)(C)(C)C.[ClH:37]. (4) Given the product [CH:19]([C:6]1[CH:5]=[CH:4][C:3]([N:2]([CH3:1])[C:27](=[O:29])[CH3:28])=[C:8]([C:9]2[CH:14]=[CH:13][CH:12]=[C:11]([C:15]([F:16])([F:17])[F:18])[CH:10]=2)[CH:7]=1)=[O:31], predict the reactants needed to synthesize it. The reactants are: [CH3:1][NH:2][C:3]1[C:8]([C:9]2[CH:14]=[CH:13][CH:12]=[C:11]([C:15]([F:18])([F:17])[F:16])[CH:10]=2)=[CH:7][C:6]([CH:19]=O)=[CH:5][CH:4]=1.N1C=CC=CC=1.[C:27](Cl)(=[O:29])[CH3:28].[OH2:31]. (5) Given the product [F:1][C:2]1[CH:3]=[CH:4][C:5]([O:6][C:7]2[CH:8]=[CH:9][C:10]([S:13]([N:16]3[CH2:25][CH2:24][C:23]4[C:18](=[CH:19][CH:20]=[C:21]([O:26][CH2:39][CH2:38][N:33]5[CH:37]=[CH:36][N:35]=[CH:34]5)[CH:22]=4)[CH:17]3[C:27]([O:29][CH3:30])=[O:28])(=[O:14])=[O:15])=[CH:11][CH:12]=2)=[CH:31][CH:32]=1, predict the reactants needed to synthesize it. The reactants are: [F:1][C:2]1[CH:32]=[CH:31][C:5]([O:6][C:7]2[CH:12]=[CH:11][C:10]([S:13]([N:16]3[CH2:25][CH2:24][C:23]4[C:18](=[CH:19][CH:20]=[C:21]([OH:26])[CH:22]=4)[CH:17]3[C:27]([O:29][CH3:30])=[O:28])(=[O:15])=[O:14])=[CH:9][CH:8]=2)=[CH:4][CH:3]=1.[N:33]1([CH2:38][CH2:39]O)[CH:37]=[CH:36][N:35]=[CH:34]1.FC1C=CC(OC2C=CC(S(N3CCC4C(=CC=C(OCCCN5CCN(C)CC5)C=4)C3C(OC)=O)(=O)=O)=CC=2)=CC=1. (6) Given the product [Br:45][CH2:14][C:8]1[CH:9]=[CH:10][C:11]([O:12][CH3:13])=[C:6]([O:5][C:4]2[CH:16]=[CH:17][CH:18]=[C:2]([Cl:1])[CH:3]=2)[CH:7]=1, predict the reactants needed to synthesize it. The reactants are: [Cl:1][C:2]1[CH:3]=[C:4]([CH:16]=[CH:17][CH:18]=1)[O:5][C:6]1[CH:7]=[C:8]([CH2:14]O)[CH:9]=[CH:10][C:11]=1[O:12][CH3:13].C1(P(C2C=CC=CC=2)C2C=CC=CC=2)C=CC=CC=1.C1C(=O)N([Br:45])C(=O)C1. (7) Given the product [O:24]([C:21]1[CH:22]=[CH:23][C:18]([O:17][C:16]2[CH:15]=[CH:14][N:13]=[C:12]3[NH:8][N:9]=[C:10]([NH:31][C:32]4[CH:37]=[CH:36][N:35]=[C:34]([C:38]([NH2:40])=[O:39])[CH:33]=4)[C:11]=23)=[CH:19][CH:20]=1)[C:25]1[CH:30]=[CH:29][CH:28]=[CH:27][CH:26]=1, predict the reactants needed to synthesize it. The reactants are: COC1C=CC(C[N:8]2[C:12]3=[N:13][CH:14]=[CH:15][C:16]([O:17][C:18]4[CH:23]=[CH:22][C:21]([O:24][C:25]5[CH:30]=[CH:29][CH:28]=[CH:27][CH:26]=5)=[CH:20][CH:19]=4)=[C:11]3[C:10]([NH:31][C:32]3[CH:37]=[CH:36][N:35]=[C:34]([C:38]([NH2:40])=[O:39])[CH:33]=3)=[N:9]2)=CC=1.